Dataset: Reaction yield outcomes from USPTO patents with 853,638 reactions. Task: Predict the reaction yield, written as a fraction of the theoretical maximum amount of product (1.0 means a 100% yield; for example, 0.34 means a 34% yield). (1) The reactants are [N:1]1[CH:6]=[CH:5][CH:4]=[C:3]([OH:7])[C:2]=1[OH:8].[OH-].[K+].[CH2:11](Br)[C:12]1[CH:17]=[CH:16][CH:15]=[CH:14][CH:13]=1. The catalyst is CO. The product is [CH2:11]([O:7][C:3]1[C:2]([OH:8])=[N:1][CH:6]=[CH:5][CH:4]=1)[C:12]1[CH:17]=[CH:16][CH:15]=[CH:14][CH:13]=1. The yield is 0.430. (2) The reactants are [CH2:1]1[C:10]2[C:5](=[CH:6][CH:7]=[CH:8][CH:9]=2)[CH2:4][CH2:3][NH:2]1.C([O-])([O-])=O.[K+].[K+].Br[CH2:18][CH:19]1[CH2:21][O:20]1. The catalyst is CC#N. The product is [O:20]1[CH2:21][CH:19]1[CH2:18][N:2]1[CH2:3][CH2:4][C:5]2[C:10](=[CH:9][CH:8]=[CH:7][CH:6]=2)[CH2:1]1. The yield is 0.780. (3) The reactants are [Cl:1][C:2]1[C:3]2[CH:10]=[CH:9][NH:8][C:4]=2[N:5]=[CH:6][N:7]=1.[Br:11]N1C(=O)CCC1=O. The catalyst is C(Cl)Cl.CO. The product is [Br:11][C:10]1[C:3]2[C:2]([Cl:1])=[N:7][CH:6]=[N:5][C:4]=2[NH:8][CH:9]=1. The yield is 0.660. (4) The reactants are [CH3:1][CH:2]1[CH2:7][C:6]([C:8]2[CH:13]=[CH:12][CH:11]=[CH:10][CH:9]=2)=[N:5][NH:4][C:3]1=[O:14].[Cl-].[Cl-].[Ca+2].Cl.[OH-].[Na+]. The catalyst is [Cu](Cl)Cl.[Cu]Cl.C(#N)C. The product is [CH3:1][C:2]1[C:3](=[O:14])[NH:4][N:5]=[C:6]([C:8]2[CH:13]=[CH:12][CH:11]=[CH:10][CH:9]=2)[CH:7]=1. The yield is 0.938. (5) The reactants are [C:1]([CH:9]1[CH2:14][CH2:13][CH2:12][CH:11]([C:15]([NH:17][C@@H:18]([CH2:31][CH:32]2[CH2:37][CH2:36][CH2:35][CH2:34][CH2:33]2)[CH2:19][N:20]([CH3:30])[C:21](=[O:29])[O:22][CH2:23][CH2:24][Si:25]([CH3:28])([CH3:27])[CH3:26])=[O:16])[CH2:10]1)(=[O:8])[C:2]1[CH:7]=[CH:6][CH:5]=[CH:4][CH:3]=1.[CH3:38][O:39][CH2:40][CH2:41][CH2:42][CH2:43][Mg]Cl.C([O-])(O)=O.[Na+].[NH4+].[Cl-]. The catalyst is C1COCC1. The product is [OH:8][C:1]([CH:9]1[CH2:14][CH2:13][CH2:12][CH:11]([C:15]([NH:17][C@@H:18]([CH2:31][CH:32]2[CH2:33][CH2:34][CH2:35][CH2:36][CH2:37]2)[CH2:19][N:20]([CH3:30])[C:21](=[O:29])[O:22][CH2:23][CH2:24][Si:25]([CH3:27])([CH3:28])[CH3:26])=[O:16])[CH2:10]1)([C:2]1[CH:3]=[CH:4][CH:5]=[CH:6][CH:7]=1)[CH2:43][CH2:42][CH2:41][CH2:40][O:39][CH3:38]. The yield is 0.950. (6) The reactants are [F:1][C:2]1[CH:7]=[C:6]([NH:8][CH2:9][C:10]2[CH:15]=[CH:14][C:13]([CH2:16][N:17]3[C:21]([CH2:22][CH2:23][C:24]4[CH:29]=[CH:28][CH:27]=[CH:26][CH:25]=4)=[CH:20][C:19]([C:30]4[CH:35]=[CH:34][C:33]([C:36]([F:39])([F:38])[F:37])=[CH:32][CH:31]=4)=[N:18]3)=[CH:12][CH:11]=2)[CH:5]=[CH:4][C:3]=1[CH2:40][CH2:41][C:42]([OH:44])=[O:43].[CH3:45][S:46]([OH:49])(=[O:48])=[O:47]. The catalyst is C(OCC)(=O)C. The product is [CH3:45][S:46]([OH:49])(=[O:48])=[O:47].[F:1][C:2]1[CH:7]=[C:6]([NH:8][CH2:9][C:10]2[CH:15]=[CH:14][C:13]([CH2:16][N:17]3[C:21]([CH2:22][CH2:23][C:24]4[CH:29]=[CH:28][CH:27]=[CH:26][CH:25]=4)=[CH:20][C:19]([C:30]4[CH:31]=[CH:32][C:33]([C:36]([F:38])([F:37])[F:39])=[CH:34][CH:35]=4)=[N:18]3)=[CH:12][CH:11]=2)[CH:5]=[CH:4][C:3]=1[CH2:40][CH2:41][C:42]([OH:44])=[O:43]. The yield is 0.600. (7) The reactants are Cl[C:2]1[N:7]=[C:6]([C:8]2[CH:9]=[N:10][N:11]([CH:13]([CH:17]3[CH2:19][CH2:18]3)[CH2:14][C:15]#[N:16])[CH:12]=2)[N:5]2[CH:20]=[CH:21][N:22]=[C:4]2[CH:3]=1.C([O-])([O-])=O.[K+].[K+].C(OC([N:36]1[CH2:45][CH2:44][C:43]2[C:38](=[CH:39][CH:40]=[C:41](B(O)O)[CH:42]=2)[CH2:37]1)=O)(C)(C)C.C1(P(C2CCCCC2)C2C=CC=CC=2C2C(OC)=CC=C(S([O-])(=O)=O)C=2OC)CCCCC1.[Na+].C(Cl)Cl.C(O)(C(F)(F)F)=O. The catalyst is O1CCOCC1.C(O[Pd]OC(=O)C)(=O)C. The product is [CH:17]1([CH:13]([N:11]2[CH:12]=[C:8]([C:6]3[N:5]4[CH:20]=[CH:21][N:22]=[C:4]4[CH:3]=[C:2]([C:41]4[CH:42]=[C:43]5[C:38](=[CH:39][CH:40]=4)[CH2:37][NH:36][CH2:45][CH2:44]5)[N:7]=3)[CH:9]=[N:10]2)[CH2:14][C:15]#[N:16])[CH2:19][CH2:18]1. The yield is 0.310.